Dataset: NCI-60 drug combinations with 297,098 pairs across 59 cell lines. Task: Regression. Given two drug SMILES strings and cell line genomic features, predict the synergy score measuring deviation from expected non-interaction effect. (1) Drug 1: CC1=CC2C(CCC3(C2CCC3(C(=O)C)OC(=O)C)C)C4(C1=CC(=O)CC4)C. Drug 2: C1=NC(=NC(=O)N1C2C(C(C(O2)CO)O)O)N. Cell line: TK-10. Synergy scores: CSS=-2.67, Synergy_ZIP=1.91, Synergy_Bliss=-0.120, Synergy_Loewe=-10.8, Synergy_HSA=-4.65. (2) Drug 1: CC1C(C(CC(O1)OC2CC(CC3=C2C(=C4C(=C3O)C(=O)C5=C(C4=O)C(=CC=C5)OC)O)(C(=O)C)O)N)O.Cl. Drug 2: C1=C(C(=O)NC(=O)N1)F. Cell line: DU-145. Synergy scores: CSS=38.8, Synergy_ZIP=-3.64, Synergy_Bliss=-2.81, Synergy_Loewe=-0.00716, Synergy_HSA=0.693. (3) Drug 1: C1=CC(=CC=C1CCCC(=O)O)N(CCCl)CCCl. Drug 2: CC12CCC3C(C1CCC2O)C(CC4=C3C=CC(=C4)O)CCCCCCCCCS(=O)CCCC(C(F)(F)F)(F)F. Cell line: MDA-MB-231. Synergy scores: CSS=24.9, Synergy_ZIP=-2.17, Synergy_Bliss=-1.96, Synergy_Loewe=-0.363, Synergy_HSA=-0.00452. (4) Drug 1: CC1OCC2C(O1)C(C(C(O2)OC3C4COC(=O)C4C(C5=CC6=C(C=C35)OCO6)C7=CC(=C(C(=C7)OC)O)OC)O)O. Drug 2: C1CC(C1)(C(=O)O)C(=O)O.[NH2-].[NH2-].[Pt+2]. Cell line: OVCAR-5. Synergy scores: CSS=17.5, Synergy_ZIP=-4.73, Synergy_Bliss=-2.49, Synergy_Loewe=-3.68, Synergy_HSA=-0.321.